From a dataset of Reaction yield outcomes from USPTO patents with 853,638 reactions. Predict the reaction yield, written as a fraction of the theoretical maximum amount of product (1.0 means a 100% yield; for example, 0.34 means a 34% yield). (1) The reactants are C(OC([N:8]([C:25]1[CH:30]=[CH:29][N:28]=[C:27](Cl)[N:26]=1)[C:9]1[CH:10]=[C:11]2[C:15](=[CH:16][CH:17]=1)[N:14](C(OC(C)(C)C)=O)[N:13]=[CH:12]2)=O)(C)(C)C.C([O-])([O-])=O.[Na+].[Na+].CC(OC(OC(OC(C)(C)C)=O)=O)(C)C.[CH3:53][N:54]([CH3:73])[C:55](=[O:72])[O:56][C:57]1[CH:62]=[CH:61][CH:60]=[C:59](B2OC(C)(C)C(C)(C)O2)[CH:58]=1. The catalyst is CCO.O.Cl[Pd](Cl)([P](C1C=CC=CC=1)(C1C=CC=CC=1)C1C=CC=CC=1)[P](C1C=CC=CC=1)(C1C=CC=CC=1)C1C=CC=CC=1. The product is [CH3:53][N:54]([CH3:73])[C:55](=[O:72])[O:56][C:57]1[CH:58]=[CH:59][CH:60]=[C:61]([C:27]2[N:26]=[C:25]([NH:8][C:9]3[CH:10]=[C:11]4[C:15](=[CH:16][CH:17]=3)[NH:14][N:13]=[CH:12]4)[CH:30]=[CH:29][N:28]=2)[CH:62]=1. The yield is 0.370. (2) The yield is 0.560. The reactants are Br[CH:2]1[CH2:20][CH2:19][C:5]2=[CH:6][C:7]3[C:8]4[CH:17]=[CH:16][C:15]([Cl:18])=[CH:14][C:9]=4[CH2:10][O:11][C:12]=3[CH:13]=[C:4]2[C:3]1=[O:21].[C:22]([O:26][C:27]([N:29]1[CH2:33][C@@H:32]([O:34][CH2:35][CH3:36])[CH2:31][C@H:30]1[C:37]([OH:39])=[O:38])=[O:28])([CH3:25])([CH3:24])[CH3:23].CCN(C(C)C)C(C)C. The product is [CH2:35]([O:34][C@@H:32]1[CH2:33][N:29]([C:27]([O:26][C:22]([CH3:23])([CH3:25])[CH3:24])=[O:28])[C@H:30]([C:37]([O:39][CH:2]2[CH2:20][CH2:19][C:5]3=[CH:6][C:7]4[C:8]5[CH:17]=[CH:16][C:15]([Cl:18])=[CH:14][C:9]=5[CH2:10][O:11][C:12]=4[CH:13]=[C:4]3[C:3]2=[O:21])=[O:38])[CH2:31]1)[CH3:36]. The catalyst is CC#N.CCOC(C)=O. (3) The reactants are Br[C:2]1[C:11]2[CH2:10][O:9][C:8](=[O:12])[NH:7][C:6]=2[CH:5]=[CH:4][CH:3]=1.[C:13]([N:20]1[CH2:25][CH2:24][NH:23][CH2:22][CH2:21]1)([O:15][C:16]([CH3:19])([CH3:18])[CH3:17])=[O:14].C1C=CC(P(C2C(C3C(P(C4C=CC=CC=4)C4C=CC=CC=4)=CC=C4C=3C=CC=C4)=C3C(C=CC=C3)=CC=2)C2C=CC=CC=2)=CC=1.CC([O-])(C)C.[Na+]. The product is [C:16]([O:15][C:13]([N:20]1[CH2:25][CH2:24][N:23]([C:2]2[C:11]3[CH2:10][O:9][C:8](=[O:12])[NH:7][C:6]=3[CH:5]=[CH:4][CH:3]=2)[CH2:22][CH2:21]1)=[O:14])([CH3:19])([CH3:17])[CH3:18]. The catalyst is C1(C)C=CC=CC=1.C1C=CC(/C=C/C(/C=C/C2C=CC=CC=2)=O)=CC=1.C1C=CC(/C=C/C(/C=C/C2C=CC=CC=2)=O)=CC=1.C1C=CC(/C=C/C(/C=C/C2C=CC=CC=2)=O)=CC=1.[Pd].[Pd]. The yield is 0.310. (4) The reactants are [NH2:1][C:2]1[CH:10]=[CH:9][CH:8]=[C:7]2[C:3]=1[CH2:4][N:5]([CH:12]1[CH2:17][CH2:16][C:15](=[O:18])[NH:14][C:13]1=[O:19])[C:6]2=[O:11].[CH:20](=O)[CH2:21][CH2:22][CH2:23][CH3:24].C(O)(=O)C.C(O[BH-](OC(=O)C)OC(=O)C)(=O)C.[Na+]. The catalyst is CN(C=O)C.C(OCC)(=O)C. The product is [O:11]=[C:6]1[C:7]2[C:3](=[C:2]([NH:1][CH2:20][CH2:21][CH2:22][CH2:23][CH3:24])[CH:10]=[CH:9][CH:8]=2)[CH2:4][N:5]1[CH:12]1[CH2:17][CH2:16][C:15](=[O:18])[NH:14][C:13]1=[O:19]. The yield is 0.210. (5) The reactants are [CH2:1]([C:8]1[N:9]=[N:10][C:11](Cl)=[C:12]([CH3:15])[C:13]=1[CH3:14])[C:2]1[CH:7]=[CH:6][CH:5]=[CH:4][CH:3]=1.CC1(C)C(C)(C)OB([C:25]2[CH2:30][CH2:29][N:28]([C:31]([O:33][C:34]([CH3:37])([CH3:36])[CH3:35])=[O:32])[CH2:27][CH:26]=2)O1.C(=O)([O-])[O-].[K+].[K+]. The catalyst is CN(C=O)C.C1C=CC([P]([Pd]([P](C2C=CC=CC=2)(C2C=CC=CC=2)C2C=CC=CC=2)([P](C2C=CC=CC=2)(C2C=CC=CC=2)C2C=CC=CC=2)[P](C2C=CC=CC=2)(C2C=CC=CC=2)C2C=CC=CC=2)(C2C=CC=CC=2)C2C=CC=CC=2)=CC=1. The product is [C:34]([O:33][C:31]([N:28]1[CH2:27][CH:26]=[C:25]([C:11]2[N:10]=[N:9][C:8]([CH2:1][C:2]3[CH:7]=[CH:6][CH:5]=[CH:4][CH:3]=3)=[C:13]([CH3:14])[C:12]=2[CH3:15])[CH2:30][CH2:29]1)=[O:32])([CH3:37])([CH3:35])[CH3:36]. The yield is 0.770.